Dataset: Full USPTO retrosynthesis dataset with 1.9M reactions from patents (1976-2016). Task: Predict the reactants needed to synthesize the given product. (1) Given the product [CH2:13]([N:15]1[C:23]2[C:18](=[CH:19][C:20]([C:24]3[NH:12][C:11]4[N:10]([N:9]=[CH:8][C:7]=4[C:5]4[O:4][N:3]=[C:2]([CH3:1])[CH:6]=4)[C:26](=[O:27])[CH:25]=3)=[CH:21][CH:22]=2)[CH:17]=[N:16]1)[CH3:14], predict the reactants needed to synthesize it. The reactants are: [CH3:1][C:2]1[CH:6]=[C:5]([C:7]2[CH:8]=[N:9][NH:10][C:11]=2[NH2:12])[O:4][N:3]=1.[CH2:13]([N:15]1[C:23]2[C:18](=[CH:19][C:20]([C:24](=O)[CH2:25][C:26](OCC)=[O:27])=[CH:21][CH:22]=2)[CH:17]=[N:16]1)[CH3:14].CC1C=CC(S(O)(=O)=O)=CC=1. (2) Given the product [CH:31]1([NH:34][C:3](=[O:30])[NH:4][C:5]2[NH:9][C:8]3[CH:10]=[CH:11][C:12]([O:14][S:15]([C:18]4[CH:19]=[CH:20][C:21]([NH:24][CH:25]5[CH2:29][CH2:28][CH2:27][CH2:26]5)=[CH:22][CH:23]=4)(=[O:16])=[O:17])=[CH:13][C:7]=3[N:6]=2)[CH2:33][CH2:32]1, predict the reactants needed to synthesize it. The reactants are: CO[C:3](=[O:30])[NH:4][C:5]1[NH:6][C:7]2[CH:13]=[C:12]([O:14][S:15]([C:18]3[CH:23]=[CH:22][C:21]([NH:24][CH:25]4[CH2:29][CH2:28][CH2:27][CH2:26]4)=[CH:20][CH:19]=3)(=[O:17])=[O:16])[CH:11]=[CH:10][C:8]=2[N:9]=1.[CH:31]1([NH2:34])[CH2:33][CH2:32]1.N12CCCN=C1CCCCC2. (3) Given the product [CH3:14][O:15][C:16]1[CH:17]=[C:18]([CH:19]=[CH:45][CH2:1][S:2]([C:5]2[CH:6]=[CH:7][CH:8]=[CH:11][CH:12]=2)(=[O:3])=[O:4])[CH:39]=[CH:40][C:41]=1[O:42][CH3:43], predict the reactants needed to synthesize it. The reactants are: [CH3:1][S:2]([C:5]1[CH:12]=[CH:11][C:8](C=O)=[CH:7][CH:6]=1)(=[O:4])=[O:3].[Br-].[CH3:14][O:15][C:16]1[CH:17]=[C:18]([CH:39]=[CH:40][C:41]=1[O:42][CH3:43])[CH2:19][P+](C1C=CC=CC=1)(C1C=CC=CC=1)C1C=CC=CC=1.[O-][CH2:45]C.[Li+]. (4) Given the product [C:4]1([CH2:3][O:10][C:11]2[CH:12]=[C:13]3[C:17](=[CH:18][CH:19]=2)[N:16]([S:21]([C:24]2[CH:25]=[C:26]([CH:31]=[CH:32][CH:33]=2)[C:27]([O:29][CH3:30])=[O:28])(=[O:23])=[O:22])[CH:15]=[CH:14]3)[CH:5]=[CH:6][CH:7]=[CH:8][CH:9]=1, predict the reactants needed to synthesize it. The reactants are: [H-].[Na+].[CH2:3]([O:10][C:11]1[CH:12]=[C:13]2[C:17](=[CH:18][CH:19]=1)[NH:16][CH:15]=[CH:14]2)[C:4]1[CH:9]=[CH:8][CH:7]=[CH:6][CH:5]=1.Cl[S:21]([C:24]1[CH:25]=[C:26]([CH:31]=[CH:32][CH:33]=1)[C:27]([O:29][CH3:30])=[O:28])(=[O:23])=[O:22].